The task is: Predict the reactants needed to synthesize the given product.. This data is from Full USPTO retrosynthesis dataset with 1.9M reactions from patents (1976-2016). (1) Given the product [CH3:26][O:27][C:28]1[CH:29]=[C:30]([NH:40][C:42]2[N:56]=[C:45]3[CH:46]=[CH:47][CH:48]=[C:49]([C:50]4[CH:55]=[CH:54][CH:53]=[CH:52][CH:51]=4)[N:44]3[N:43]=2)[CH:31]=[CH:32][C:33]=1[N:34]1[CH:38]=[C:37]([CH3:39])[N:36]=[CH:35]1, predict the reactants needed to synthesize it. The reactants are: C1(P(C2CCCCC2)C2C=CC=CC=2C2C=CC=CC=2)CCCCC1.[CH3:26][O:27][C:28]1[CH:29]=[C:30]([NH2:40])[CH:31]=[CH:32][C:33]=1[N:34]1[CH:38]=[C:37]([CH3:39])[N:36]=[CH:35]1.Br[C:42]1[N:56]=[C:45]2[CH:46]=[CH:47][CH:48]=[C:49]([C:50]3[CH:55]=[CH:54][CH:53]=[CH:52][CH:51]=3)[N:44]2[N:43]=1. (2) The reactants are: [CH:1]1([C:4]2[N:8]([CH2:9][C:10]3[C:15]([F:16])=[CH:14][C:13]([O:17][CH2:18][CH3:19])=[CH:12][C:11]=3[F:20])[N:7]=[C:6]([C:21]3[N:26]=[C:25]([NH2:27])[C:24](/[N:28]=N/C4C=CC=CC=4)=[C:23]([NH2:36])[N:22]=3)[C:5]=2[CH3:37])[CH2:3][CH2:2]1.[H][H]. Given the product [CH:1]1([C:4]2[N:8]([CH2:9][C:10]3[C:15]([F:16])=[CH:14][C:13]([O:17][CH2:18][CH3:19])=[CH:12][C:11]=3[F:20])[N:7]=[C:6]([C:21]3[N:26]=[C:25]([NH2:27])[C:24]([NH2:28])=[C:23]([NH2:36])[N:22]=3)[C:5]=2[CH3:37])[CH2:3][CH2:2]1, predict the reactants needed to synthesize it. (3) The reactants are: C1C=CC(P(C2C=CC=CC=2)C2C=CC=CC=2)=CC=1.[N:20]([CH:23]([C:35]1[CH:40]=[CH:39][C:38]([CH3:41])=[CH:37][C:36]=1[CH3:42])[C:24]1[CH:25]=[C:26]([NH:30][S:31]([CH3:34])(=[O:33])=[O:32])[CH:27]=[CH:28][CH:29]=1)=[N+]=[N-].O. Given the product [NH2:20][CH:23]([C:35]1[CH:40]=[CH:39][C:38]([CH3:41])=[CH:37][C:36]=1[CH3:42])[C:24]1[CH:25]=[C:26]([NH:30][S:31]([CH3:34])(=[O:33])=[O:32])[CH:27]=[CH:28][CH:29]=1, predict the reactants needed to synthesize it. (4) Given the product [C:2](=[O:3])([O:13][CH:8]1[CH2:12][CH2:11][CH2:10][CH2:9]1)[O:4][CH:5]([Cl:7])[CH3:6], predict the reactants needed to synthesize it. The reactants are: Cl[C:2]([O:4][CH:5]([Cl:7])[CH3:6])=[O:3].[CH:8]1([OH:13])[CH2:12][CH2:11][CH2:10][CH2:9]1.N1C=CC=CC=1. (5) Given the product [N+:1]([C:4]1[CH:9]=[CH:8][C:7]([N:10]2[CH2:15][CH2:14][CH2:13][CH2:12][CH2:11]2)=[CH:6][C:5]=1[C:16]1[CH:17]=[C:18]([CH:19]([C:30]2[CH:29]=[CH:28][CH:27]=[C:26]([C:25]([F:35])([F:34])[F:24])[CH:31]=2)[OH:20])[CH:21]=[CH:22][N:23]=1)([O-:3])=[O:2], predict the reactants needed to synthesize it. The reactants are: [N+:1]([C:4]1[CH:9]=[CH:8][C:7]([N:10]2[CH2:15][CH2:14][CH2:13][CH2:12][CH2:11]2)=[CH:6][C:5]=1[C:16]1[CH:17]=[C:18]([CH:21]=[CH:22][N:23]=1)[CH:19]=[O:20])([O-:3])=[O:2].[F:24][C:25]([F:35])([F:34])[C:26]1[CH:27]=[C:28]([Mg]Cl)[CH:29]=[CH:30][CH:31]=1.C([O-])(O)=O.[Na+]. (6) Given the product [CH:1]1([N:4]([CH:5]2[CH2:10][CH2:9][N:8]([C:11]3[C:16]([F:17])=[CH:15][C:14]([C:18]([F:20])([F:19])[F:21])=[CH:13][N:12]=3)[CH2:7][CH2:6]2)[C:32](=[O:33])[C:31]2[CH:30]=[CH:29][C:28]([N:27]3[C:23]([CH3:22])=[N:24][CH:25]=[N:26]3)=[CH:36][CH:35]=2)[CH2:2][CH2:3]1, predict the reactants needed to synthesize it. The reactants are: [CH:1]1([NH:4][CH:5]2[CH2:10][CH2:9][N:8]([C:11]3[C:16]([F:17])=[CH:15][C:14]([C:18]([F:21])([F:20])[F:19])=[CH:13][N:12]=3)[CH2:7][CH2:6]2)[CH2:3][CH2:2]1.[CH3:22][C:23]1[N:27]([C:28]2[CH:36]=[CH:35][C:31]([C:32](O)=[O:33])=[CH:30][CH:29]=2)[N:26]=[CH:25][N:24]=1. (7) Given the product [C:10]([NH:1][CH2:2][CH2:3][CH2:4][CH2:5][CH2:6][C:7]([OH:9])=[O:8])(=[O:14])[C:11]([CH3:13])=[CH2:12], predict the reactants needed to synthesize it. The reactants are: [NH2:1][CH2:2][CH2:3][CH2:4][CH2:5][CH2:6][C:7]([OH:9])=[O:8].[C:10](OC(=O)C)(=[O:14])[C:11]([CH3:13])=[CH2:12].